This data is from Reaction yield outcomes from USPTO patents with 853,638 reactions. The task is: Predict the reaction yield, written as a fraction of the theoretical maximum amount of product (1.0 means a 100% yield; for example, 0.34 means a 34% yield). (1) The reactants are Cl[C:2]1[CH:7]=[CH:6][N:5]=[C:4]2[CH:8]=[C:9]([C:11]([N:13]3[CH2:17][CH2:16][C@@H:15]([N:18]([CH3:20])[CH3:19])[CH2:14]3)=[O:12])[S:10][C:3]=12.[F:21][C:22]1[CH:27]=[C:26]([N+:28]([O-:30])=[O:29])[CH:25]=[CH:24][C:23]=1[OH:31].C([O-])([O-])=O.[K+].[K+].C(Cl)(Cl)Cl. The catalyst is O(C1C=CC=CC=1)C1C=CC=CC=1. The product is [CH3:19][N:18]([CH3:20])[C@@H:15]1[CH2:16][CH2:17][N:13]([C:11]([C:9]2[S:10][C:3]3[C:4](=[N:5][CH:6]=[CH:7][C:2]=3[O:31][C:23]3[CH:24]=[CH:25][C:26]([N+:28]([O-:30])=[O:29])=[CH:27][C:22]=3[F:21])[CH:8]=2)=[O:12])[CH2:14]1. The yield is 0.710. (2) The reactants are [CH3:1][C:2]1[C:6]([CH2:7][N:8]2[CH:12]=[C:11]([N+:13]([O-])=O)[CH:10]=[N:9]2)=[C:5]([CH3:16])[O:4][N:3]=1.[CH3:31][C:28]([O:27][C:25](O[C:25]([O:27][C:28]([CH3:31])(C)C)=[O:26])=[O:26])(C)C.[H][H].CO.[CH3:36][CH2:37]O.C1COCC1. The catalyst is [Pd]. The product is [CH3:1][C:2]1[C:6]([CH2:7][N:8]2[CH:12]=[C:11]([NH:13][C:25](=[O:26])[O:27][CH2:28][CH2:31][CH2:36][CH3:37])[CH:10]=[N:9]2)=[C:5]([CH3:16])[O:4][N:3]=1. The yield is 0.800. (3) The reactants are [F:1][C:2]1[CH:7]=[CH:6][CH:5]=[CH:4][C:3]=1[C:8]([F:11])([F:10])[F:9].[Li+].CC([N-]C(C)C)C.[C:20]([O:24][C:25]([N:27]1[CH2:32][CH2:31][CH:30]([C:33](=[O:38])N(OC)C)[CH2:29][CH2:28]1)=[O:26])([CH3:23])([CH3:22])[CH3:21]. The catalyst is CCCCCCC.O1CCCC1.C(C1C=CC=CC=1)C.C1COCC1. The product is [C:20]([O:24][C:25]([N:27]1[CH2:32][CH2:31][CH:30]([C:33](=[O:38])[C:7]2[CH:6]=[CH:5][CH:4]=[C:3]([C:8]([F:9])([F:10])[F:11])[C:2]=2[F:1])[CH2:29][CH2:28]1)=[O:26])([CH3:23])([CH3:22])[CH3:21]. The yield is 0.520. (4) The reactants are [CH3:1][O:2][C:3]1[CH:12]=[C:11]2[C:6]([CH2:7][CH2:8][CH2:9][C:10]2=O)=[CH:5][CH:4]=1.[C:14]([CH2:16]C(O)=O)#[N:15].C(O)(=O)CCCCCC.NC1C=CC=CC=1. The catalyst is C1(C)C=CC=CC=1. The product is [CH3:1][O:2][C:3]1[CH:12]=[C:11]2[C:6]([CH2:7][CH2:8][CH:9]=[C:10]2[CH2:16][C:14]#[N:15])=[CH:5][CH:4]=1. The yield is 0.870.